From a dataset of Full USPTO retrosynthesis dataset with 1.9M reactions from patents (1976-2016). Predict the reactants needed to synthesize the given product. (1) Given the product [C:1]([C:3]1[CH:11]=[CH:10][C:6]([C:7]([O:9][CH3:12])=[O:8])=[CH:5][N:4]=1)#[N:2], predict the reactants needed to synthesize it. The reactants are: [C:1]([C:3]1[CH:11]=[CH:10][C:6]([C:7]([OH:9])=[O:8])=[CH:5][N:4]=1)#[N:2].[CH3:12][Si](C=[N+]=[N-])(C)C. (2) Given the product [F:14][C:3]1[C:4]([C:10]([F:13])([F:12])[F:11])=[C:5]([O:8][CH3:9])[CH:6]=[CH:7][C:2]=1[CH:16]=[O:15], predict the reactants needed to synthesize it. The reactants are: Br[C:2]1[CH:7]=[CH:6][C:5]([O:8][CH3:9])=[C:4]([C:10]([F:13])([F:12])[F:11])[C:3]=1[F:14].[O:15]1CCC[CH2:16]1.[Li]CCCC. (3) Given the product [ClH:64].[ClH:64].[C:48]([C:43]1[C:44]([O:46][CH3:47])=[CH:45][C:40]([C:37]2[CH:36]=[CH:35][C:34]([C:33]([N:30]3[CH2:31][CH2:32][N:27]([CH2:26][CH2:25][CH2:24][N:21]4[CH2:22][CH2:23][N:18]([C:16](=[O:17])[C:15]5[CH:14]=[CH:13][C:12]([C:7]6[CH:8]=[C:9]([O:10][CH3:11])[C:4]([C:1](=[O:3])[CH3:2])=[C:5]([O:56][CH3:57])[CH:6]=6)=[CH:55][CH:54]=5)[CH2:19][CH2:20]4)[CH2:28][CH2:29]3)=[O:53])=[CH:39][CH:38]=2)=[CH:41][C:42]=1[O:51][CH3:52])(=[O:50])[CH3:49], predict the reactants needed to synthesize it. The reactants are: [C:1]([C:4]1[C:9]([O:10][CH3:11])=[CH:8][C:7]([C:12]2[CH:55]=[CH:54][C:15]([C:16]([N:18]3[CH2:23][CH2:22][N:21]([CH2:24][CH2:25][CH2:26][N:27]4[CH2:32][CH2:31][N:30]([C:33](=[O:53])[C:34]5[CH:39]=[CH:38][C:37]([C:40]6[CH:45]=[C:44]([O:46][CH3:47])[C:43]([C:48](=[O:50])[CH3:49])=[C:42]([O:51][CH3:52])[CH:41]=6)=[CH:36][CH:35]=5)[CH2:29][CH2:28]4)[CH2:20][CH2:19]3)=[O:17])=[CH:14][CH:13]=2)=[CH:6][C:5]=1[O:56][CH3:57])(=[O:3])[CH3:2].C(OCC)(=O)C.[ClH:64]. (4) Given the product [CH2:1]([N:3]([CH2:4][C:5]1[CH:10]=[CH:9][CH:8]=[CH:7][CH:6]=1)[CH2:14][CH2:13][O:12][CH3:11])[CH3:2], predict the reactants needed to synthesize it. The reactants are: [CH2:1]([NH:3][CH2:4][C:5]1[CH:10]=[CH:9][CH:8]=[CH:7][CH:6]=1)[CH3:2].[CH3:11][O:12][CH2:13][CH2:14]Br. (5) Given the product [Cl:33][C:22]1[N:21]=[C:20]2[C:25]([N:26]=[C:18]([O:16][CH:13]3[CH2:14][CH2:15][N:10]([C:8]([O:7][C:3]([CH3:6])([CH3:4])[CH3:5])=[O:9])[CH2:11][CH2:12]3)[N:19]2[CH3:34])=[C:24]([N:27]2[CH2:32][CH2:31][O:30][CH2:29][CH2:28]2)[N:23]=1, predict the reactants needed to synthesize it. The reactants are: [H-].[Na+].[C:3]([O:7][C:8]([N:10]1[CH2:15][CH2:14][CH:13]([OH:16])[CH2:12][CH2:11]1)=[O:9])([CH3:6])([CH3:5])[CH3:4].Br[C:18]1[N:19]([CH3:34])[C:20]2[C:25]([N:26]=1)=[C:24]([N:27]1[CH2:32][CH2:31][O:30][CH2:29][CH2:28]1)[N:23]=[C:22]([Cl:33])[N:21]=2. (6) Given the product [CH2:14]([O:13][C:11]([N:8]1[CH2:7][CH2:6][C:5]2[CH:21]=[CH:22][C:2]([NH:1][S:35]([C:32]3[CH:31]=[CH:30][C:29]([C:39]4[CH:44]=[CH:43][CH:42]=[CH:41][CH:40]=4)=[CH:34][CH:33]=3)(=[O:37])=[O:36])=[CH:3][C:4]=2[CH2:10][CH2:9]1)=[O:12])[C:15]1[CH:16]=[CH:17][CH:18]=[CH:19][CH:20]=1, predict the reactants needed to synthesize it. The reactants are: [NH2:1][C:2]1[CH:22]=[CH:21][C:5]2[CH2:6][CH2:7][N:8]([C:11]([O:13][CH2:14][C:15]3[CH:20]=[CH:19][CH:18]=[CH:17][CH:16]=3)=[O:12])[CH2:9][CH2:10][C:4]=2[CH:3]=1.N1C=CC=CC=1.[C:29]1([C:39]2[CH:44]=[CH:43][CH:42]=[CH:41][CH:40]=2)[CH:34]=[CH:33][C:32]([S:35](Cl)(=[O:37])=[O:36])=[CH:31][CH:30]=1. (7) Given the product [Br:24][CH:22]([CH3:23])[CH2:21][CH2:20][C:4]([CH2:3][C:2]([F:18])([F:1])[C:9]([F:16])([F:17])[C:10]([F:14])([F:15])[CH:11]([F:13])[F:12])([C:7]#[N:8])[C:5]#[N:6], predict the reactants needed to synthesize it. The reactants are: [F:1][C:2]([F:18])([C:9]([F:17])([F:16])[C:10]([F:15])([F:14])[CH:11]([F:13])[F:12])[CH2:3][CH:4]([C:7]#[N:8])[C:5]#[N:6].Br[CH2:20][CH2:21][CH:22]([Br:24])[CH3:23].C(=O)([O-])[O-].[K+].[K+].Cl. (8) Given the product [C:43]([OH:49])([C:45]([F:48])([F:47])[F:46])=[O:44].[NH2:29][C@H:24]1[CH2:25][CH2:26][CH2:27][CH2:28][C@H:23]1[NH:22][C:10]1[N:11]=[C:12]([C:16]2[CH:17]=[N:18][N:19]([CH3:21])[CH:20]=2)[C:13]2[C:14](=[O:15])[NH:6][CH2:7][C:8]=2[N:9]=1, predict the reactants needed to synthesize it. The reactants are: COC1C=C(OC)C=CC=1C[N:6]1[C:14](=[O:15])[C:13]2[C:12]([C:16]3[CH:17]=[N:18][N:19]([CH3:21])[CH:20]=3)=[N:11][C:10]([NH:22][C@@H:23]3[CH2:28][CH2:27][CH2:26][CH2:25][C@@H:24]3[NH:29]C(=O)OC(C)(C)C)=[N:9][C:8]=2[CH2:7]1.[C:43]([OH:49])([C:45]([F:48])([F:47])[F:46])=[O:44].